From a dataset of Full USPTO retrosynthesis dataset with 1.9M reactions from patents (1976-2016). Predict the reactants needed to synthesize the given product. (1) Given the product [CH3:6][C:5]([CH3:8])([CH3:7])[C:4](=[O:10])[CH2:13][C:12]#[N:14], predict the reactants needed to synthesize it. The reactants are: C[O-].[Na+].[C:4]([O:10]C)(=O)[C:5]([CH3:8])([CH3:7])[CH3:6].[C:12](#[N:14])[CH3:13].Cl. (2) Given the product [Cl:33][C:34]1[CH:39]=[CH:38][C:37]([N:19]2[C:20]3[C:16](=[CH:15][C:14]([C:12]([N:9]4[CH2:8][CH2:7][N:6]([CH:1]5[CH2:5][CH2:4][CH2:3][CH2:2]5)[CH2:11][CH2:10]4)=[O:13])=[CH:22][CH:21]=3)[CH:17]=[C:18]2[C:23]([N:25]2[CH2:26][CH2:27][C:28]([F:31])([F:32])[CH2:29][CH2:30]2)=[O:24])=[CH:36][CH:35]=1, predict the reactants needed to synthesize it. The reactants are: [CH:1]1([N:6]2[CH2:11][CH2:10][N:9]([C:12]([C:14]3[CH:15]=[C:16]4[C:20](=[CH:21][CH:22]=3)[NH:19][C:18]([C:23]([N:25]3[CH2:30][CH2:29][C:28]([F:32])([F:31])[CH2:27][CH2:26]3)=[O:24])=[CH:17]4)=[O:13])[CH2:8][CH2:7]2)[CH2:5][CH2:4][CH2:3][CH2:2]1.[Cl:33][C:34]1[CH:39]=[CH:38][C:37](B(O)O)=[CH:36][CH:35]=1.N1C=CC=CC=1. (3) Given the product [CH3:25][N:26]([CH3:30])[CH2:27][CH2:28][NH:29][C:22]([C@@H:19]1[CH2:20][CH2:21][C@H:17]([NH:16][C:14](=[O:15])[C:11]2[CH:10]=[CH:9][C:8]([C:4]3[CH:5]=[CH:6][CH:7]=[C:2]([F:1])[CH:3]=3)=[N:13][CH:12]=2)[CH2:18]1)=[O:24], predict the reactants needed to synthesize it. The reactants are: [F:1][C:2]1[CH:3]=[C:4]([C:8]2[N:13]=[CH:12][C:11]([C:14]([NH:16][C@H:17]3[CH2:21][CH2:20][C@@H:19]([C:22]([OH:24])=O)[CH2:18]3)=[O:15])=[CH:10][CH:9]=2)[CH:5]=[CH:6][CH:7]=1.[CH3:25][N:26]([CH3:30])[CH2:27][CH2:28][NH2:29]. (4) Given the product [OH:3][C:1]([C:4]1[CH:5]=[CH:6][C:7]([O:30][CH3:31])=[C:8]([CH2:10][CH2:11][N:12]2[CH2:13][CH2:14][CH:15]([N:18]3[C:26]4[C:21](=[CH:22][CH:23]=[C:24]([C:27]([NH2:29])=[O:28])[CH:25]=4)[CH:20]=[CH:19]3)[CH2:16][CH2:17]2)[CH:9]=1)([CH3:32])[CH3:2], predict the reactants needed to synthesize it. The reactants are: [C:1]([C:4]1[CH:5]=[CH:6][C:7]([O:30][CH3:31])=[C:8]([CH2:10][CH2:11][N:12]2[CH2:17][CH2:16][CH:15]([N:18]3[C:26]4[C:21](=[CH:22][CH:23]=[C:24]([C:27]([NH2:29])=[O:28])[CH:25]=4)[CH:20]=[CH:19]3)[CH2:14][CH2:13]2)[CH:9]=1)(=[O:3])[CH3:2].[CH3:32][Li]. (5) Given the product [CH2:12]([CH:11]1[C:2]2[C:3](=[CH:7][CH:8]=[CH:9][CH:10]=2)[C:4](=[O:5])[O:6]1)[CH2:13][CH2:14][CH2:15][CH2:16][CH3:17], predict the reactants needed to synthesize it. The reactants are: Br[C:2]1[CH:10]=[CH:9][CH:8]=[CH:7][C:3]=1[C:4]([OH:6])=[O:5].[CH:11](=O)[CH2:12][CH2:13][CH2:14][CH2:15][CH2:16][CH3:17]. (6) Given the product [NH:27]1[C:28]2[C:24](=[CH:23][CH:22]=[C:21]([CH:12]([C:13]3[CH:18]=[CH:17][CH:16]=[CH:15][C:14]=3[O:19][CH3:20])[CH2:11][C:10]([NH:2][CH3:1])=[O:30])[CH:29]=2)[CH:25]=[CH:26]1, predict the reactants needed to synthesize it. The reactants are: [CH3:1][NH2:2].Cl.C[Al](C)C.CO[C:10](=[O:30])[CH2:11][CH:12]([C:21]1[CH:29]=[C:28]2[C:24]([CH:25]=[CH:26][NH:27]2)=[CH:23][CH:22]=1)[C:13]1[CH:18]=[CH:17][CH:16]=[CH:15][C:14]=1[O:19][CH3:20]. (7) Given the product [C:1]1([C:20]2[CH:25]=[CH:24][CH:23]=[CH:22][CH:21]=2)[CH:6]=[CH:5][C:4]([NH:7][C:8]2[CH:13]=[N:12][CH:11]=[C:10]3[S:14][C:15]([N:32]4[C:36](=[O:37])[NH:34][N:30]=[N:31]4)=[CH:16][C:9]=23)=[CH:3][CH:2]=1, predict the reactants needed to synthesize it. The reactants are: [C:1]1([C:20]2[CH:25]=[CH:24][CH:23]=[CH:22][CH:21]=2)[CH:6]=[CH:5][C:4]([NH:7][C:8]2[CH:13]=[N:12][CH:11]=[C:10]3[S:14][C:15](C(Cl)=O)=[CH:16][C:9]=23)=[CH:3][CH:2]=1.C[Si]([N:30]=[N+:31]=[N-:32])(C)C.C[N:34]([CH:36]=[O:37])C.[N-]=[N+]=[N-].[Na+]. (8) Given the product [CH:21]([NH:24][CH:27]([CH3:29])[CH3:28])([CH3:23])[CH3:22].[CH:21]([N:24]([CH:27]([CH3:29])[CH3:28])[CH2:25][CH3:26])([CH3:23])[CH3:22].[OH:63][C@H:50]1[CH2:49][CH2:48][C@@:47]2([CH3:64])[CH:52]([CH2:53][CH2:54][C@:55]3([CH3:60])[CH:46]2[CH2:45][CH2:44][CH:43]2[C@@:56]3([CH3:59])[CH2:57][CH2:58][C:41]3([C:40]#[C:39][C:34]4[CH:35]=[CH:36][CH:37]=[CH:38][C:33]=4[C:32]([OH:71])=[O:31])[CH2:67][CH2:66][C@@H:65]([C:68]([CH3:70])=[CH2:69])[CH:42]32)[C:51]1([CH3:62])[CH3:61], predict the reactants needed to synthesize it. The reactants are: COC(=O)C(C)(C)CC(Cl)=O.CN(C1C=CC=CN=1)C.[CH:21]([N:24]([CH:27]([CH3:29])[CH3:28])[CH2:25][CH3:26])([CH3:23])[CH3:22].C[O:31][C:32](=[O:71])[C:33]1[CH:38]=[CH:37][CH:36]=[CH:35][C:34]=1[C:39]#[C:40][C:41]12[CH2:67][CH2:66][C@@H:65]([C:68]([CH3:70])=[CH2:69])[CH:42]1[CH:43]1[C@@:56]([CH3:59])([CH2:57][CH2:58]2)[C@@:55]2([CH3:60])[CH:46]([C@:47]3([CH3:64])[CH:52]([CH2:53][CH2:54]2)[C:51]([CH3:62])([CH3:61])[C@@H:50]([OH:63])[CH2:49][CH2:48]3)[CH2:45][CH2:44]1.